From a dataset of Full USPTO retrosynthesis dataset with 1.9M reactions from patents (1976-2016). Predict the reactants needed to synthesize the given product. (1) Given the product [CH:22]1([C:27]([N:17]2[CH2:18][CH2:19][C:13]3[CH:12]=[C:11]([O:10][CH2:9][CH2:8][CH2:7][N:1]4[CH2:2][CH2:3][CH2:4][CH2:5][CH2:6]4)[CH:21]=[CH:20][C:14]=3[CH2:15][CH2:16]2)=[O:28])[CH2:26][CH2:25][CH2:24][CH2:23]1, predict the reactants needed to synthesize it. The reactants are: [N:1]1([CH2:7][CH2:8][CH2:9][O:10][C:11]2[CH:21]=[CH:20][C:14]3[CH2:15][CH2:16][NH:17][CH2:18][CH2:19][C:13]=3[CH:12]=2)[CH2:6][CH2:5][CH2:4][CH2:3][CH2:2]1.[CH:22]1([C:27](O)=[O:28])[CH2:26][CH2:25][CH2:24][CH2:23]1. (2) Given the product [CH3:19][C:20]([CH3:25])([CH3:24])[C:21]([NH:1][CH2:2][CH2:3][C:4]1[CH:11]=[CH:10][C:7]([C:8]#[N:9])=[CH:6][CH:5]=1)=[O:22], predict the reactants needed to synthesize it. The reactants are: [NH2:1][CH2:2][CH2:3][C:4]1[CH:11]=[CH:10][C:7]([C:8]#[N:9])=[CH:6][CH:5]=1.C(N(CC)CC)C.[CH3:19][C:20]([CH3:25])([CH3:24])[C:21](Cl)=[O:22].